Dataset: Forward reaction prediction with 1.9M reactions from USPTO patents (1976-2016). Task: Predict the product of the given reaction. The product is: [NH2:46][C:47]1[N:52]=[C:51]([C:10]2[C:4]3[C:5](=[N:6][CH:7]=[CH:2][CH:3]=3)[N:8]([CH2:12][C:13]3[CH:18]=[CH:17][CH:16]=[CH:15][C:14]=3[F:19])[N:9]=2)[N:50]=[C:49]([C:54]([O:56][CH2:57][CH3:58])=[O:55])[C:48]=1[N+:59]([O-:61])=[O:60]. Given the reactants F[C:2]1[CH:3]=[C:4]2[C:10](I)=[N:9][N:8]([CH2:12][C:13]3[CH:18]=[CH:17][CH:16]=[CH:15][C:14]=3[F:19])[C:5]2=[N:6][CH:7]=1.CCCC[Sn](CCCC)CCCC.CCCC[Sn](CCCC)CCCC.[NH2:46][C:47]1[N:52]=[C:51](Cl)[N:50]=[C:49]([C:54]([O:56][CH2:57][CH3:58])=[O:55])[C:48]=1[N+:59]([O-:61])=[O:60], predict the reaction product.